From a dataset of Peptide-MHC class I binding affinity with 185,985 pairs from IEDB/IMGT. Regression. Given a peptide amino acid sequence and an MHC pseudo amino acid sequence, predict their binding affinity value. This is MHC class I binding data. (1) The peptide sequence is LEQEQMISCKF. The MHC is Mamu-B01 with pseudo-sequence Mamu-B01. The binding affinity (normalized) is 0. (2) The peptide sequence is IRSLDKFGDW. The MHC is Mamu-B17 with pseudo-sequence Mamu-B17. The binding affinity (normalized) is 0.760. (3) The peptide sequence is TEHSWNADL. The MHC is HLA-B44:02 with pseudo-sequence HLA-B44:02. The binding affinity (normalized) is 0.554. (4) The peptide sequence is FMALVAFLRF. The MHC is HLA-B53:01 with pseudo-sequence HLA-B53:01. The binding affinity (normalized) is 0.361. (5) The peptide sequence is FLAFFSNGV. The MHC is HLA-B27:03 with pseudo-sequence HLA-B27:03. The binding affinity (normalized) is 0.0847. (6) The peptide sequence is CSRVIFPLQE. The MHC is Mamu-B8301 with pseudo-sequence Mamu-B8301. The binding affinity (normalized) is 0. (7) The peptide sequence is MTIDLDPVIY. The MHC is HLA-A68:01 with pseudo-sequence HLA-A68:01. The binding affinity (normalized) is 0.770. (8) The peptide sequence is RSQVGVGVF. The MHC is HLA-B15:01 with pseudo-sequence HLA-B15:01. The binding affinity (normalized) is 0.699. (9) The peptide sequence is SRTLLAGI. The MHC is HLA-B27:05 with pseudo-sequence HLA-B27:05. The binding affinity (normalized) is 0.684.